This data is from Full USPTO retrosynthesis dataset with 1.9M reactions from patents (1976-2016). The task is: Predict the reactants needed to synthesize the given product. (1) The reactants are: P([O-])([O-])([O-])=O.[Na+].[Na+].[Na+].[CH:9]([CH:11]=[O:12])=[O:10].S([O:18][CH3:19])(OC)(=O)=O.C1C=CC2S(=O)(=O)OC([C:40]3[CH:41]=[C:42](Br)[C:43]([OH:47])=[C:44](Br)[CH:45]=3)([C:40]3[CH:41]=[C:42](Br)[C:43]([OH:47])=[C:44](Br)[CH:45]=3)C=2C=1.[OH-].[Na+].[C:51]([O-:54])(=O)[CH3:52].[Na+].B(O)(O)O.C(N(CC(O)=O)CC(O)=O)CN(CC(O)=O)CC(O)=[O:65].C(O)C(N)(CO)CO.CC[N+]1C([C:92]2[CH:91]=CC=[CH:94][CH:93]=2)=[C:94]2[C:93]([CH:94]=[CH:91][C:92](N)=[CH:93]2)=[C:92]2[C:91]=1[CH:92]=[C:93](N)[CH:94]=[CH:91]2.[Br-].CCCCCCCCCCCCOS([O-])(=O)=O.[Na+]. Given the product [CH:92]1[C:93](/[CH:94]=[C:11]2/[C:9]([C:44]3[C:43]([OH:47])=[CH:42][C:41]([OH:65])=[CH:40][C:45]=3[O:12]/2)=[O:10])=[CH:52][C:51]([OH:54])=[C:19]([OH:18])[CH:91]=1, predict the reactants needed to synthesize it. (2) Given the product [CH3:1][CH2:2][N:3]([C:10]([C:12]1[C:22](=[O:23])[N:21]([CH3:24])[C:15]2[CH:16]=[CH:17][CH:18]=[C:19]([Cl:20])[C:14]=2[C:13]=1[OH:25])=[O:11])[C:4]1[CH:9]=[CH:8][CH:7]=[CH:6][CH:5]=1, predict the reactants needed to synthesize it. The reactants are: [CH3:1][CH2:2][N:3]([C:10]([C:12]1[C:22](=[O:23])[N:21]([CH3:24])[C:15]2[CH:16]=[CH:17][CH:18]=[C:19]([Cl:20])[C:14]=2[C:13]=1[O-:25])=[O:11])[C:4]1[CH:5]=[CH:6][CH:7]=[CH:8][CH:9]=1.[Na+].C([O-])(=O)C.[NH4+]. (3) Given the product [F:1][C:2]1[CH:3]=[C:4]([CH:23]=[CH:24][C:25]=1[OH:26])[C:5]([N:7]([C:16]1[CH:21]=[CH:20][C:19]([F:22])=[CH:18][CH:17]=1)[C:8]1[CH:13]=[CH:12][C:11]([OH:14])=[CH:10][CH:9]=1)=[O:6], predict the reactants needed to synthesize it. The reactants are: [F:1][C:2]1[CH:3]=[C:4]([CH:23]=[CH:24][C:25]=1[O:26]C)[C:5]([N:7]([C:16]1[CH:21]=[CH:20][C:19]([F:22])=[CH:18][CH:17]=1)[C:8]1[CH:13]=[CH:12][C:11]([O:14]C)=[CH:10][CH:9]=1)=[O:6].B(Br)(Br)Br. (4) The reactants are: [C:1]1([CH:7]([C:11]2[CH:16]=[CH:15][CH:14]=[CH:13][CH:12]=2)[C:8](Cl)=[O:9])[CH:6]=[CH:5][CH:4]=[CH:3][CH:2]=1.[CH3:17][O:18][C:19]1[CH:20]=[C:21]([C:25]2([OH:31])[CH2:30][CH2:29][CH2:28][NH:27][CH2:26]2)[CH:22]=[CH:23][CH:24]=1. Given the product [OH:31][C:25]1([C:21]2[CH:22]=[CH:23][CH:24]=[C:19]([O:18][CH3:17])[CH:20]=2)[CH2:30][CH2:29][CH2:28][N:27]([C:8](=[O:9])[CH:7]([C:11]2[CH:16]=[CH:15][CH:14]=[CH:13][CH:12]=2)[C:1]2[CH:6]=[CH:5][CH:4]=[CH:3][CH:2]=2)[CH2:26]1, predict the reactants needed to synthesize it. (5) Given the product [CH2:16]([O:15][C:13](=[O:14])[NH:12][C@H:9]1[CH2:10][CH2:11][C@@H:6]([C:4]([N:39]([CH3:40])[CH3:38])=[O:5])[CH2:7][C@H:8]1[NH:23][C:24]([O:26][C:27]([CH3:30])([CH3:29])[CH3:28])=[O:25])[C:17]1[CH:18]=[CH:19][CH:20]=[CH:21][CH:22]=1, predict the reactants needed to synthesize it. The reactants are: C(O[C:4]([C@@H:6]1[CH2:11][CH2:10][C@H:9]([NH:12][C:13]([O:15][CH2:16][C:17]2[CH:22]=[CH:21][CH:20]=[CH:19][CH:18]=2)=[O:14])[C@H:8]([NH:23][C:24]([O:26][C:27]([CH3:30])([CH3:29])[CH3:28])=[O:25])[CH2:7]1)=[O:5])C.[OH-].[Li+].O.[OH-].[Li+].Cl.Cl.[CH3:38][NH:39][CH3:40].ON1C2C=CC=CC=2N=N1.Cl.CN(C)CCCN=C=NCC.